From a dataset of Full USPTO retrosynthesis dataset with 1.9M reactions from patents (1976-2016). Predict the reactants needed to synthesize the given product. (1) Given the product [Cl:1][C:2]1[CH:3]=[C:4]([CH:5]=[O:6])[CH:7]=[C:8]([Cl:11])[C:9]=1[O:10][CH2:19][C:20]([O:22][CH2:23][CH3:24])=[O:21], predict the reactants needed to synthesize it. The reactants are: [Cl:1][C:2]1[CH:3]=[C:4]([CH:7]=[C:8]([Cl:11])[C:9]=1[OH:10])[CH:5]=[O:6].C(=O)([O-])[O-].[Cs+].[Cs+].Br[CH2:19][C:20]([O:22][CH2:23][CH3:24])=[O:21]. (2) Given the product [Cl:20][C:17]1[CH:18]=[CH:19][C:14]([O:13][C:9]2[C:10]([F:12])=[CH:11][C:6]([CH2:5][CH2:4][O:3][C:1]3[NH:2][CH:30]=[C:29]([CH2:35][C:36]4[CH:37]=[N:38][C:39]([O:42][CH3:43])=[N:40][CH:41]=4)[C:28](=[O:27])[N:26]=3)=[CH:7][C:8]=2[F:25])=[CH:15][C:16]=1[C:21]([F:22])([F:24])[F:23], predict the reactants needed to synthesize it. The reactants are: [C:1](=[NH:26])([O:3][CH2:4][CH2:5][C:6]1[CH:11]=[C:10]([F:12])[C:9]([O:13][C:14]2[CH:19]=[CH:18][C:17]([Cl:20])=[C:16]([C:21]([F:24])([F:23])[F:22])[CH:15]=2)=[C:8]([F:25])[CH:7]=1)[NH2:2].[OH:27]/[CH:28]=[C:29](/[CH2:35][C:36]1[CH:37]=[N:38][C:39]([O:42][CH3:43])=[N:40][CH:41]=1)\[C:30](OCC)=O.C([O-])([O-])=O.[K+].[K+].